This data is from Catalyst prediction with 721,799 reactions and 888 catalyst types from USPTO. The task is: Predict which catalyst facilitates the given reaction. (1) Reactant: [O:1]1[C:5]2[CH:6]=[CH:7][CH:8]=[C:9]([CH:10]=[O:11])[C:4]=2[O:3][CH2:2]1.[Li][CH3:13]. The catalyst class is: 165. Product: [O:1]1[C:5]2[CH:6]=[CH:7][CH:8]=[C:9]([CH:10]([OH:11])[CH3:13])[C:4]=2[O:3][CH2:2]1. (2) Reactant: [CH2:1]1[C:9]2[C:4](=[CH:5][CH:6]=[CH:7][CH:8]=2)[CH2:3][CH:2]1[C@H:10]1[NH:15][C:14](=[O:16])[C@@H:13]([CH:17]([CH2:20][CH3:21])[CH2:18][CH3:19])[N:12]([CH2:22][C:23]2[CH:28]=[CH:27][CH:26]=[CH:25][C:24]=2[NH:29][S:30]([CH3:33])(=[O:32])=[O:31])[C:11]1=[O:34].[C:35](=O)([O-])[O-].[K+].[K+].IC. Product: [CH2:1]1[C:9]2[C:4](=[CH:5][CH:6]=[CH:7][CH:8]=2)[CH2:3][CH:2]1[C@H:10]1[NH:15][C:14](=[O:16])[C@@H:13]([CH:17]([CH2:18][CH3:19])[CH2:20][CH3:21])[N:12]([CH2:22][C:23]2[CH:28]=[CH:27][CH:26]=[CH:25][C:24]=2[N:29]([CH3:35])[S:30]([CH3:33])(=[O:31])=[O:32])[C:11]1=[O:34]. The catalyst class is: 9. (3) Reactant: [C:1]([N:8]1[CH:12]=[CH:11]N=C1)(N1C=CN=C1)=[O:2].[S:13]1[C:17]([C:18]([OH:20])=O)=[CH:16][CH:15]=[C:14]1C(O)=O.[CH2:24]([NH2:34])[C:25]1[CH:33]=[CH:32][C:31]2[O:30][CH2:29][O:28][C:27]=2[CH:26]=1.[OH2:35]. Product: [O:30]1[C:31]2[CH:32]=[CH:33][C:25]([CH2:24][NH:34][C:18]([C:17]3[S:13][C:14]([C:1]([NH:8][CH2:12][C:11]4[CH:24]=[CH:25][C:26]5[O:35][CH2:29][O:28][C:27]=5[CH:31]=4)=[O:2])=[CH:15][CH:16]=3)=[O:20])=[CH:26][C:27]=2[O:28][CH2:29]1. The catalyst class is: 9. (4) Reactant: Br[C:2]1[CH:23]=[CH:22][C:5]([C:6]([NH:8][S:9]([C:12]2[CH:17]=[CH:16][CH:15]=[CH:14][C:13]=2[S:18](=[O:21])(=[O:20])[NH2:19])(=[O:11])=[O:10])=[O:7])=[CH:4][C:3]=1[O:24][CH3:25].[CH3:26][C:27]([CH3:40])([CH3:39])[C:28]#[C:29]B(OC(C)C)OC(C)C.C(=O)([O-])[O-].[Na+].[Na+]. Product: [CH3:26][C:27]([CH3:40])([CH3:39])[C:28]#[C:29][C:2]1[CH:23]=[CH:22][C:5]([C:6]([NH:8][S:9]([C:12]2[CH:17]=[CH:16][CH:15]=[CH:14][C:13]=2[S:18](=[O:21])(=[O:20])[NH2:19])(=[O:11])=[O:10])=[O:7])=[CH:4][C:3]=1[O:24][CH3:25]. The catalyst class is: 423. (5) Reactant: [CH3:1][O:2][C:3](=[O:13])[C:4]1[C:9]([CH3:10])=[CH:8][CH:7]=[C:6]([CH3:11])[C:5]=1[NH2:12].Cl[C:15](Cl)([O:17]C(=O)OC(Cl)(Cl)Cl)Cl. Product: [CH3:1][O:2][C:3](=[O:13])[C:4]1[C:9]([CH3:10])=[CH:8][CH:7]=[C:6]([CH3:11])[C:5]=1[N:12]=[C:15]=[O:17]. The catalyst class is: 11. (6) Reactant: [F:1][C:2]1[CH:7]=[C:6]([I:8])[CH:5]=[CH:4][C:3]=1[NH:9][C:10]1[C:18]([C:19]([OH:21])=O)=[CH:17][CH:16]=[C:15]2[C:11]=1[CH:12]=[N:13][NH:14]2.Cl.[OH:23][CH:24]1[CH2:27][NH:26][CH2:25]1.CCN=C=NCCCN(C)C.C1C=CC2N(O)N=NC=2C=1.CCN(C(C)C)C(C)C. Product: [F:1][C:2]1[CH:7]=[C:6]([I:8])[CH:5]=[CH:4][C:3]=1[NH:9][C:10]1[C:18]([C:19]([N:26]2[CH2:27][CH:24]([OH:23])[CH2:25]2)=[O:21])=[CH:17][CH:16]=[C:15]2[C:11]=1[CH:12]=[N:13][NH:14]2. The catalyst class is: 39. (7) Reactant: FC(F)(F)C(O)=O.[CH2:8]([N:14]([CH3:30])[C:15]([C@@H:17]1[CH2:21][C@@H:20]([OH:22])[CH2:19][N:18]1C(OC(C)(C)C)=O)=[O:16])[CH2:9][CH2:10][CH2:11][CH:12]=[CH2:13]. Product: [CH2:8]([N:14]([CH3:30])[C:15]([C@@H:17]1[CH2:21][C@@H:20]([OH:22])[CH2:19][NH:18]1)=[O:16])[CH2:9][CH2:10][CH2:11][CH:12]=[CH2:13]. The catalyst class is: 2.